From a dataset of Full USPTO retrosynthesis dataset with 1.9M reactions from patents (1976-2016). Predict the reactants needed to synthesize the given product. (1) Given the product [CH3:10][N:11]1[C:20]2[C:19]3=[N:21][N:22]=[C:23]([C:24]4[CH:29]=[CH:28][CH:27]=[C:26]([O:30][C:31]([F:32])([F:34])[F:33])[CH:25]=4)[N:18]3[N:17]=[C:16]([NH:35][CH2:36][CH2:37][N:38]3[CH2:39][CH2:40][N:41]([C:44](=[O:46])[CH3:45])[CH2:42][CH2:43]3)[C:15]=2[O:14][CH2:13][CH2:12]1, predict the reactants needed to synthesize it. The reactants are: CN(C1C=CC=CN=1)C.[CH3:10][N:11]1[C:20]2[C:19]3=[N:21][N:22]=[C:23]([C:24]4[CH:29]=[CH:28][CH:27]=[C:26]([O:30][C:31]([F:34])([F:33])[F:32])[CH:25]=4)[N:18]3[N:17]=[C:16]([NH:35][CH2:36][CH2:37][N:38]3[CH2:43][CH2:42][NH:41][CH2:40][CH2:39]3)[C:15]=2[O:14][CH2:13][CH2:12]1.[C:44](OC(=O)C)(=[O:46])[CH3:45]. (2) Given the product [CH3:1][C:2]1[CH:7]=[C:6]([CH3:8])[CH:5]=[CH:4][C:3]=1[CH2:9][N:10]1[C:11]([OH:31])=[C:12]([C:27]([NH:57][C:43]2[CH:42]=[N:41][CH:46]=[CH:45][CH:44]=2)=[O:29])[C:13]([OH:26])=[C:14]([C:17]([NH:19][CH2:20][C:21]([OH:23])=[O:22])=[O:18])[C:15]1=[O:16], predict the reactants needed to synthesize it. The reactants are: [CH3:1][C:2]1[CH:7]=[C:6]([CH3:8])[CH:5]=[CH:4][C:3]=1[CH2:9][N:10]1[C:15](=[O:16])[C:14]([C:17]([NH:19][CH2:20][C:21]([O:23]CC)=[O:22])=[O:18])=[C:13]([OH:26])[C:12]([C:27]([O:29]C)=O)=[C:11]1[OH:31].CC1C=C(C)C=CC=1C[N:41]1[C:46](=O)[CH:45]=[C:44](O)[C:43](C(OC)=O)=[C:42]1O.C([N:57](C(C)C)CC)(C)C.N(CC(OCC)=O)=C=O. (3) Given the product [CH3:17][C:18]1([CH3:34])[C:22]([CH3:24])([CH3:23])[O:21][B:20]([C:2]2[CH:7]=[CH:6][C:5]([CH:8]3[CH2:13][CH2:12][N:11]([C:14](=[O:16])[CH3:15])[CH2:10][CH2:9]3)=[CH:4][CH:3]=2)[O:19]1, predict the reactants needed to synthesize it. The reactants are: Br[C:2]1[CH:7]=[CH:6][C:5]([CH:8]2[CH2:13][CH2:12][N:11]([C:14](=[O:16])[CH3:15])[CH2:10][CH2:9]2)=[CH:4][CH:3]=1.[CH3:17][C:18]1([CH3:34])[C:22]([CH3:24])([CH3:23])[O:21][B:20]([B:20]2[O:21][C:22]([CH3:24])([CH3:23])[C:18]([CH3:34])([CH3:17])[O:19]2)[O:19]1.N#N. (4) Given the product [NH:12]1[CH2:13][CH2:14][CH2:15][CH:10]([NH:9][C:1](=[O:8])[C:2]2[CH:3]=[CH:4][CH:5]=[CH:6][CH:7]=2)[CH2:11]1, predict the reactants needed to synthesize it. The reactants are: [C:1]([NH:9][CH:10]1[CH2:15][CH2:14][CH2:13][N:12](C(OC(C)(C)C)=O)[CH2:11]1)(=[O:8])[C:2]1[CH:7]=[CH:6][CH:5]=[CH:4][CH:3]=1.FC(F)(F)C(O)=O.N. (5) Given the product [CH3:3][N:2]([CH2:4][CH:5]1[CH2:7][CH:6]1[C:8]1[CH:9]=[C:10]2[C:14](=[CH:15][CH:16]=1)[NH:13][CH:12]=[C:11]2[Br:25])[CH3:1], predict the reactants needed to synthesize it. The reactants are: [CH3:1][N:2]([CH2:4][C@@H:5]1[CH2:7][C@H:6]1[C:8]1[CH:9]=[C:10]2[C:14](=[CH:15][CH:16]=1)[NH:13][CH:12]=[CH:11]2)[CH3:3].CC(C)([O-])C.[K+].N#C[Br:25]. (6) The reactants are: [F:1][C:2]([F:7])([F:6])[C:3]([OH:5])=[O:4].C(OC([NH:15][NH:16][C:17]([CH3:21])([CH3:20])[CH2:18][OH:19])=O)(C)(C)C. Given the product [F:1][C:2]([F:7])([F:6])[C:3]([OH:5])=[O:4].[NH:16]([C:17]([CH3:21])([CH3:20])[CH2:18][OH:19])[NH2:15].[NH:16]([C:17]([CH3:21])([CH3:20])[CH2:18][OH:19])[NH2:15], predict the reactants needed to synthesize it. (7) Given the product [CH2:1]([O:3][C:4]([C:6]1[O:14][C:13]2[C:12]([CH3:28])=[CH:11][N:10]=[CH:9][C:8]=2[C:7]=1[NH:16][C:17]1[CH:22]=[CH:21][C:20]([Si:23]([CH3:26])([CH3:25])[CH3:24])=[CH:19][C:18]=1[F:27])=[O:5])[CH3:2], predict the reactants needed to synthesize it. The reactants are: [CH2:1]([O:3][C:4]([C:6]1[O:14][C:13]2[C:12](Br)=[CH:11][N:10]=[CH:9][C:8]=2[C:7]=1[NH:16][C:17]1[CH:22]=[CH:21][C:20]([Si:23]([CH3:26])([CH3:25])[CH3:24])=[CH:19][C:18]=1[F:27])=[O:5])[CH3:2].[C:28](=O)([O-])[O-].[K+].[K+].CB1OB(C)OB(C)O1. (8) The reactants are: [H-].[Na+].Cl[C:4]1[C:5]([CH3:16])=[C:6]([CH3:15])[C:7]2[N:8]([C:10]([CH2:13][NH2:14])=[N:11][N:12]=2)[N:9]=1.O.ClCCl.[CH3:21][CH2:22][CH:23]([OH:26])[CH2:24][CH3:25]. Given the product [CH2:22]([CH:23]([O:26][C:4]1[C:5]([CH3:16])=[C:6]([CH3:15])[C:7]2[N:8]([C:10]([CH2:13][NH2:14])=[N:11][N:12]=2)[N:9]=1)[CH2:24][CH3:25])[CH3:21], predict the reactants needed to synthesize it.